Task: Predict which catalyst facilitates the given reaction.. Dataset: Catalyst prediction with 721,799 reactions and 888 catalyst types from USPTO (1) Reactant: S(O)(O)(=O)=O.[CH3:6][O:7][C:8](=[NH:10])[NH2:9].C[O:12][C:13](=N)N.C[NH+]([CH2:19][C:20](CN(C)C)=[CH:21][NH+](C)C)C.C(OC(C)C)(=O)C.C(=O)(O)[O-].[K+]. Product: [CH3:6][O:7][C:8]1[N:9]=[CH:21][C:20]([CH:13]=[O:12])=[CH:19][N:10]=1. The catalyst class is: 6. (2) Reactant: NC1C2C(=CC=C([C:12]3[CH:13]=[C:14]([CH:18]=[CH:19][C:20]=3C)[C:15](O)=[O:16])C=2)N=CN=1.C(Cl)(=O)C(Cl)=O.O(C1C=CC([NH2:39])=CC=1)C1C=CC=CC=1.C(N(CC)CC)C. Product: [C:15]([NH2:39])(=[O:16])[C:14]1[CH:18]=[CH:19][CH:20]=[CH:12][CH:13]=1. The catalyst class is: 306. (3) Reactant: [N:1]#[C:2][NH2:3].C(N(CC)CC)C.ClC(O[C:16](=[O:22])OC(Cl)(Cl)Cl)(Cl)Cl.[NH2:23][CH2:24][C:25]1[CH:30]=[CH:29][C:28]([N:31]([CH3:42])[C:32]2[N:37]=[CH:36][C:35]3[N:38]=[CH:39][N:40]([CH3:41])[C:34]=3[CH:33]=2)=[C:27]([CH2:43][CH3:44])[CH:26]=1. Product: [CH2:43]([C:27]1[CH:26]=[C:25]([CH:30]=[CH:29][C:28]=1[N:31]([CH3:42])[C:32]1[N:37]=[CH:36][C:35]2[N:38]=[CH:39][N:40]([CH3:41])[C:34]=2[CH:33]=1)[CH2:24][NH:23][C:16]([NH:1][C:2]#[N:3])=[O:22])[CH3:44]. The catalyst class is: 34. (4) Reactant: [OH:1][NH:2][C:3](=[NH:20])[C:4]1[CH:5]=[C:6]2[C:10](=[CH:11][CH:12]=1)[N:9]([CH2:13][CH2:14][C:15]([O:17][CH2:18][CH3:19])=[O:16])[N:8]=[CH:7]2.[Cl:21][C:22]1[CH:23]=[C:24]([CH:28]=[CH:29][C:30]=1[O:31][CH2:32][CH3:33])[C:25](O)=O.CCN=C=NCCCN(C)C.C1C=CC2N(O)N=NC=2C=1. Product: [Cl:21][C:22]1[CH:23]=[C:24]([C:25]2[O:1][N:2]=[C:3]([C:4]3[CH:5]=[C:6]4[C:10](=[CH:11][CH:12]=3)[N:9]([CH2:13][CH2:14][C:15]([O:17][CH2:18][CH3:19])=[O:16])[N:8]=[CH:7]4)[N:20]=2)[CH:28]=[CH:29][C:30]=1[O:31][CH2:32][CH3:33]. The catalyst class is: 3. (5) Reactant: [C:1](OC(=O)C)(=[O:3])[CH3:2].FC(F)(F)C(O)=O.[F:15][C:16]1[C:21]([F:22])=[CH:20][CH:19]=[CH:18][C:17]=1[CH2:23][S:24][C:25]1[N:30]=[C:29]([NH:31][S:32]([N:35]2[CH2:40][CH2:39][NH:38][CH2:37][CH2:36]2)(=[O:34])=[O:33])[CH:28]=[C:27]([O:41][CH3:42])[N:26]=1.C(N(CC)C(C)C)(C)C. Product: [C:1]([N:38]1[CH2:37][CH2:36][N:35]([S:32]([NH:31][C:29]2[CH:28]=[C:27]([O:41][CH3:42])[N:26]=[C:25]([S:24][CH2:23][C:17]3[CH:18]=[CH:19][CH:20]=[C:21]([F:22])[C:16]=3[F:15])[N:30]=2)(=[O:34])=[O:33])[CH2:40][CH2:39]1)(=[O:3])[CH3:2]. The catalyst class is: 2. (6) Reactant: [CH3:1][C:2]1[C:7]([O:8][CH3:9])=[C:6]([CH3:10])[C:5]([CH2:11][S:12]([C:14]2[N-:18][C:17]3[CH:19]=[CH:20][C:21]([O:23][CH3:24])=[CH:22][C:16]=3[N:15]=2)=[O:13])=[N:4][CH:3]=1.O.[Na+].C1(C(C2C=CC=CC=2)(O)[C@H](C2C=CC=CC=2)O)C=CC=CC=1. Product: [CH3:1][C:2]1[C:7]([O:8][CH3:9])=[C:6]([CH3:10])[C:5]([CH2:11][S@@:12]([C:14]2[NH:15][C:16]3[CH:22]=[C:21]([O:23][CH3:24])[CH:20]=[CH:19][C:17]=3[N:18]=2)=[O:13])=[N:4][CH:3]=1. The catalyst class is: 6.